Dataset: Full USPTO retrosynthesis dataset with 1.9M reactions from patents (1976-2016). Task: Predict the reactants needed to synthesize the given product. (1) Given the product [ClH:36].[ClH:36].[ClH:36].[CH2:1]1[C:9]2[C:4](=[CH:5][C:6]([N:10]([CH:11]3[CH2:12][CH2:13][N:14]([CH2:17][C:38]4[CH:39]=[CH:40][C:41]([C:44]5[CH:49]=[C:48]([O:50][CH3:51])[C:47]([O:52][CH3:53])=[C:46]([O:54][CH3:55])[CH:45]=5)=[N:42][CH:43]=4)[CH2:15][CH2:16]3)[CH2:37][C:38]3[CH:39]=[CH:40][C:41]([C:44]4[CH:49]=[C:48]([O:50][CH3:51])[C:47]([O:52][CH3:53])=[C:46]([O:54][CH3:55])[CH:45]=4)=[N:42][CH:43]=3)=[CH:7][CH:8]=2)[CH2:3][CH2:2]1, predict the reactants needed to synthesize it. The reactants are: [CH2:1]1[C:9]2[C:4](=[CH:5][C:6]([NH:10][CH:11]3[CH2:16][CH2:15][N:14]([CH2:17]C4C=CN=C(C5C=C(OC)C(OC)=C(OC)C=5)C=4)[CH2:13][CH2:12]3)=[CH:7][CH:8]=2)[CH2:3][CH2:2]1.[Cl:36][CH2:37][C:38]1[CH:39]=[CH:40][C:41]([C:44]2[CH:49]=[C:48]([O:50][CH3:51])[C:47]([O:52][CH3:53])=[C:46]([O:54][CH3:55])[CH:45]=2)=[N:42][CH:43]=1. (2) Given the product [Cl:1][C:2]1[CH:3]=[C:4]([C@@H:8]([OH:36])[CH2:9][NH:10][CH2:11][CH2:12][C:13]2[CH:14]=[CH:15][C:16]([S:19]([C:22]3[CH:23]=[CH:24][C:25]([O:32][CH2:33][CH2:34][OH:35])=[C:26]([CH:31]=3)[C:27]([O-:29])=[O:28])(=[O:21])=[O:20])=[CH:17][CH:18]=2)[CH:5]=[CH:6][CH:7]=1.[Na+:38], predict the reactants needed to synthesize it. The reactants are: [Cl:1][C:2]1[CH:3]=[C:4]([C@@H:8]([OH:36])[CH2:9][NH:10][CH2:11][CH2:12][C:13]2[CH:18]=[CH:17][C:16]([S:19]([C:22]3[CH:23]=[CH:24][C:25]([O:32][CH2:33][CH2:34][OH:35])=[C:26]([CH:31]=3)[C:27]([O:29]C)=[O:28])(=[O:21])=[O:20])=[CH:15][CH:14]=2)[CH:5]=[CH:6][CH:7]=1.[OH-].[Na+:38].